Dataset: Full USPTO retrosynthesis dataset with 1.9M reactions from patents (1976-2016). Task: Predict the reactants needed to synthesize the given product. (1) Given the product [OH:1][C@@:2]1([CH3:40])[CH2:6][CH2:5][N:4]([C:7]2[C:26]([C:27]3[NH:31][N:30]=[CH:29][CH:28]=3)=[CH:25][C:10]([C:11]([NH:13][C:14]3[CH:15]=[CH:16][C:17]([O:20][C:21]([F:24])([F:22])[F:23])=[CH:18][CH:19]=3)=[O:12])=[CH:9][N:8]=2)[CH2:3]1, predict the reactants needed to synthesize it. The reactants are: [OH:1][C@@:2]1([CH3:40])[CH2:6][CH2:5][N:4]([C:7]2[C:26]([C:27]3[N:31](COCC[Si](C)(C)C)[N:30]=[CH:29][CH:28]=3)=[CH:25][C:10]([C:11]([NH:13][C:14]3[CH:19]=[CH:18][C:17]([O:20][C:21]([F:24])([F:23])[F:22])=[CH:16][CH:15]=3)=[O:12])=[CH:9][N:8]=2)[CH2:3]1.C(N)CN.CCCC[N+](CCCC)(CCCC)CCCC.[F-].C1COCC1. (2) Given the product [CH:6]1([NH:9][C:10](=[O:42])/[C:11](/[C:35]2[CH:40]=[CH:39][C:38]([F:41])=[CH:37][CH:36]=2)=[CH:12]/[C:13]2[CH:14]=[CH:15][C:16]([CH:19]=[CH:20][C:21]([NH:23][CH2:24][C:25]3[CH:26]=[CH:27][C:32]([C:43]([NH:2][OH:3])=[O:4])=[CH:33][CH:34]=3)=[O:22])=[CH:17][CH:18]=2)[CH2:7][CH2:8]1, predict the reactants needed to synthesize it. The reactants are: Cl.[NH2:2][OH:3].[OH-:4].[K+].[CH:6]1([NH:9][C:10](=[O:42])[C:11]([C:35]2[CH:40]=[CH:39][C:38]([F:41])=[CH:37][CH:36]=2)=[CH:12][C:13]2[CH:18]=[CH:17][C:16]([CH:19]=[CH:20][C:21]([NH:23][CH2:24][C:25]3[CH:26]=[C:27]([CH:32]=[CH:33][CH:34]=3)C(OC)=O)=[O:22])=[CH:15][CH:14]=2)[CH2:8][CH2:7]1.[CH3:43]O. (3) Given the product [C:12]([O:11][C:9](=[O:10])[NH:1][C@H:2]([CH2:7][Cl:28])[CH2:3][CH2:4][S:5][CH3:6])([CH3:15])([CH3:14])[CH3:13], predict the reactants needed to synthesize it. The reactants are: [NH2:1][C@H:2]([CH2:7]O)[CH2:3][CH2:4][S:5][CH3:6].[C:9](O[C:9]([O:11][C:12]([CH3:15])([CH3:14])[CH3:13])=[O:10])([O:11][C:12]([CH3:15])([CH3:14])[CH3:13])=[O:10].CS([Cl:28])(=O)=O.[Cl-].[Li+]. (4) Given the product [CH2:1]([C:4]1[C:13]2[O:12][CH2:11][C:10]([NH:17][NH:16][C:15]([O:19][CH2:20][CH3:21])=[O:18])=[N:9][C:8]=2[CH:7]=[CH:6][CH:5]=1)[CH:2]=[CH2:3], predict the reactants needed to synthesize it. The reactants are: [CH2:1]([C:4]1[C:13]2[O:12][CH2:11][C:10](=S)[NH:9][C:8]=2[CH:7]=[CH:6][CH:5]=1)[CH:2]=[CH2:3].[C:15]([O:19][CH2:20][CH3:21])(=[O:18])[NH:16][NH2:17]. (5) The reactants are: [O:1]([CH:9]([CH3:49])[CH2:10][C:11]1[C:19]2[C:18]([Cl:20])=[N:17][CH:16]=[N:15][C:14]=2[N:13]([C@@H:21]2[O:36][C@H:35]([CH2:37][O:38][CH2:39][C:40]3[CH:45]=[CH:44][C:43]([Cl:46])=[CH:42][C:41]=3[Cl:47])[C@@H:24]([O:25][CH2:26][C:27]3[CH:32]=[CH:31][C:30]([Cl:33])=[CH:29][C:28]=3[Cl:34])[C@@:22]2([CH3:48])[OH:23])[CH:12]=1)[Si](C(C)(C)C)(C)C.[F-].C([N+](CCCC)(CCCC)CCCC)CCC.C(Cl)Cl.O. Given the product [Cl:20][C:18]1[C:19]2[C:11]([CH2:10][CH:9]([OH:1])[CH3:49])=[CH:12][N:13]([C@@H:21]3[O:36][C@H:35]([CH2:37][O:38][CH2:39][C:40]4[CH:45]=[CH:44][C:43]([Cl:46])=[CH:42][C:41]=4[Cl:47])[C@@H:24]([O:25][CH2:26][C:27]4[CH:32]=[CH:31][C:30]([Cl:33])=[CH:29][C:28]=4[Cl:34])[C@@:22]3([CH3:48])[OH:23])[C:14]=2[N:15]=[CH:16][N:17]=1, predict the reactants needed to synthesize it.